Dataset: Reaction yield outcomes from USPTO patents with 853,638 reactions. Task: Predict the reaction yield, written as a fraction of the theoretical maximum amount of product (1.0 means a 100% yield; for example, 0.34 means a 34% yield). The reactants are Cl.[Cl:2][C:3]1[CH:4]=[C:5]2[C:9](=[CH:10][CH:11]=1)[NH:8][CH:7]=[C:6]2[CH2:12][CH2:13][NH2:14].CN(C(ON1N=NC2C=CC=NC1=2)=[N+](C)C)C.F[P-](F)(F)(F)(F)F.Cl.[CH2:40]([N:47]1[CH2:51][CH2:50][C@@H:49]([C:52](O)=[O:53])[CH2:48]1)[C:41]1[CH:46]=[CH:45][CH:44]=[CH:43][CH:42]=1.C(N(CC)C(C)C)(C)C. The catalyst is CN(C=O)C. The product is [CH2:40]([N:47]1[CH2:51][CH2:50][C@@H:49]([C:52]([NH:14][CH2:13][CH2:12][C:6]2[C:5]3[C:9](=[CH:10][CH:11]=[C:3]([Cl:2])[CH:4]=3)[NH:8][CH:7]=2)=[O:53])[CH2:48]1)[C:41]1[CH:46]=[CH:45][CH:44]=[CH:43][CH:42]=1. The yield is 0.340.